From a dataset of Peptide-MHC class I binding affinity with 185,985 pairs from IEDB/IMGT. Regression. Given a peptide amino acid sequence and an MHC pseudo amino acid sequence, predict their binding affinity value. This is MHC class I binding data. (1) The peptide sequence is AFPTSCHM. The MHC is HLA-A03:01 with pseudo-sequence HLA-A03:01. The binding affinity (normalized) is 0. (2) The peptide sequence is APFARLLNL. The MHC is HLA-A02:11 with pseudo-sequence HLA-A02:11. The binding affinity (normalized) is 0.0847. (3) The peptide sequence is GAGDFSHGW. The MHC is HLA-B27:05 with pseudo-sequence HLA-B27:05. The binding affinity (normalized) is 0.0847. (4) The peptide sequence is TPALAARGF. The MHC is HLA-B40:01 with pseudo-sequence HLA-B40:01. The binding affinity (normalized) is 0.0847. (5) The peptide sequence is IMEIVSHLRA. The MHC is HLA-A02:06 with pseudo-sequence HLA-A02:06. The binding affinity (normalized) is 0.224. (6) The MHC is HLA-A02:03 with pseudo-sequence HLA-A02:03. The peptide sequence is AFPTSCHM. The binding affinity (normalized) is 0. (7) The peptide sequence is PPFGESNIV. The MHC is HLA-B07:02 with pseudo-sequence HLA-B07:02. The binding affinity (normalized) is 0.137. (8) The peptide sequence is VLAALVCYIV. The MHC is HLA-A68:02 with pseudo-sequence HLA-A68:02. The binding affinity (normalized) is 0.815. (9) The binding affinity (normalized) is 0.696. The MHC is HLA-A11:01 with pseudo-sequence HLA-A11:01. The peptide sequence is IISEEYLSK. (10) The peptide sequence is PECSDSPLVL. The MHC is HLA-B18:01 with pseudo-sequence HLA-B18:01. The binding affinity (normalized) is 0.0980.